The task is: Predict which catalyst facilitates the given reaction.. This data is from Catalyst prediction with 721,799 reactions and 888 catalyst types from USPTO. (1) Reactant: [NH2:1][C@H:2]1[CH2:6][CH2:5][CH2:4][C@@H:3]1[NH:7][C:8](=[O:14])[O:9][C:10]([CH3:13])([CH3:12])[CH3:11].[C:15]1(=O)[CH2:18][CH2:17][CH2:16]1.C(O)(=O)C.C(O[BH-](OC(=O)C)OC(=O)C)(=O)C.[Na+].[OH-].[Na+]. Product: [CH:15]1([NH:1][C@H:2]2[CH2:6][CH2:5][CH2:4][C@@H:3]2[NH:7][C:8](=[O:14])[O:9][C:10]([CH3:11])([CH3:13])[CH3:12])[CH2:18][CH2:17][CH2:16]1. The catalyst class is: 2. (2) Reactant: [Cl:1][C:2]1[CH:3]=[C:4]([CH:7]=[C:8]([O:10][C:11]2[C:16](=[O:17])[N:15]([CH2:18][C:19]3[CH:24]=[C:23](Cl)[N:22]=[N:21][C:20]=3[O:26][CH3:27])[CH:14]=[N:13][C:12]=2[C:28]([F:31])([F:30])[F:29])[CH:9]=1)[C:5]#[N:6].[C:32]1(B(O)O)[CH:37]=[CH:36][CH:35]=[CH:34][CH:33]=1.[O-]P([O-])([O-])=O.[K+].[K+].[K+]. Product: [Cl:1][C:2]1[CH:3]=[C:4]([CH:7]=[C:8]([O:10][C:11]2[C:16](=[O:17])[N:15]([CH2:18][C:19]3[CH:24]=[C:23]([C:32]4[CH:37]=[CH:36][CH:35]=[CH:34][CH:33]=4)[N:22]=[N:21][C:20]=3[O:26][CH3:27])[CH:14]=[N:13][C:12]=2[C:28]([F:30])([F:29])[F:31])[CH:9]=1)[C:5]#[N:6]. The catalyst class is: 38. (3) Reactant: [CH3:1][N:2]1[CH:7]2[CH2:8][CH2:9][CH:3]1[CH2:4][C:5](=[CH:10][C:11]1[CH:12]=[C:13]([C:17]3[CH:22]=[CH:21][CH:20]=[C:19]([C:23]#[N:24])[CH:18]=3)[CH:14]=[CH:15][CH:16]=1)[CH2:6]2.[ClH:25]. The catalyst class is: 105. Product: [ClH:25].[ClH:25].[CH3:1][N:2]1[CH:7]2[CH2:8][CH2:9][CH:3]1[CH2:4][CH:5]([CH2:10][C:11]1[CH:12]=[C:13]([C:17]3[CH:22]=[CH:21][CH:20]=[C:19]([CH2:23][NH2:24])[CH:18]=3)[CH:14]=[CH:15][CH:16]=1)[CH2:6]2. (4) Reactant: P(Br)(Br)([Br:3])=O.[CH:6]1([C:9]2[C:10](=[O:20])[N:11]([CH2:16][CH:17]3[CH2:19][CH2:18]3)[CH:12]=[CH:13][C:14]=2O)[CH2:8][CH2:7]1. Product: [Br:3][C:14]1[CH:13]=[CH:12][N:11]([CH2:16][CH:17]2[CH2:19][CH2:18]2)[C:10](=[O:20])[C:9]=1[CH:6]1[CH2:8][CH2:7]1. The catalyst class is: 3. (5) Reactant: [Br:1][C:2]1[CH:3]=[C:4]([OH:8])[CH:5]=[CH:6][CH:7]=1.FC(F)(F)S(O[Si:15]([CH:22]([CH3:24])[CH3:23])([CH:19]([CH3:21])[CH3:20])[CH:16]([CH3:18])[CH3:17])(=O)=O.N1C(C)=CC=CC=1C. Product: [Br:1][C:2]1[CH:7]=[CH:6][CH:5]=[C:4]([O:8][Si:15]([CH:22]([CH3:24])[CH3:23])([CH:19]([CH3:21])[CH3:20])[CH:16]([CH3:18])[CH3:17])[CH:3]=1. The catalyst class is: 4. (6) Reactant: [CH2:1]([NH:8][CH2:9][C@H:10]1[CH2:19][C@@:18]23[CH2:20][CH2:21][C@:11]1([O:36][CH3:37])[C@@H:12]1[O:29][C:27]4=[C:28]5[C@@:13]12[CH2:14][CH2:15][N:16]([CH2:32][CH:33]1[CH2:35][CH2:34]1)[C@@H:17]3[CH2:22][C:23]5=[CH:24][CH:25]=[C:26]4[O:30][CH3:31])[C:2]1[CH:7]=[CH:6][CH:5]=[CH:4][CH:3]=1.N1C=CC=CC=1.[C:44](OC(=O)C)(=[O:46])[CH3:45]. Product: [CH2:1]([N:8]([CH2:9][C@H:10]1[CH2:19][C@@:18]23[CH2:20][CH2:21][C@:11]1([O:36][CH3:37])[C@@H:12]1[O:29][C:27]4=[C:28]5[C@@:13]12[CH2:14][CH2:15][N:16]([CH2:32][CH:33]1[CH2:35][CH2:34]1)[C@@H:17]3[CH2:22][C:23]5=[CH:24][CH:25]=[C:26]4[O:30][CH3:31])[C:44](=[O:46])[CH3:45])[C:2]1[CH:3]=[CH:4][CH:5]=[CH:6][CH:7]=1. The catalyst class is: 2.